This data is from Catalyst prediction with 721,799 reactions and 888 catalyst types from USPTO. The task is: Predict which catalyst facilitates the given reaction. (1) Reactant: [Br:1][C:2]1[CH:7]=[C:6]([F:8])[CH:5]=[C:4]([Br:9])[C:3]=1[O:10][CH3:11].[N+:12]([O-])([OH:14])=[O:13]. Product: [Br:1][C:2]1[CH:7]=[C:6]([F:8])[C:5]([N+:12]([O-:14])=[O:13])=[C:4]([Br:9])[C:3]=1[O:10][CH3:11]. The catalyst class is: 82. (2) Reactant: C(=O)([O-])[O-].[K+].[K+].[CH3:7][O:8][C:9](=[O:28])[C:10]1[CH:15]=[C:14]([CH3:16])[C:13](Br)=[C:12]([S:18][CH2:19][C:20]2[CH:25]=[CH:24][CH:23]=[C:22]([Cl:26])[C:21]=2[OH:27])[CH:11]=1. Product: [CH3:7][O:8][C:9]([C:10]1[CH:15]=[C:14]([CH3:16])[C:13]2[O:27][C:21]3=[C:22]([Cl:26])[CH:23]=[CH:24][CH2:25][C:20]3=[CH:19][S:18][C:12]=2[CH:11]=1)=[O:28]. The catalyst class is: 3. (3) Reactant: [O:1]=[C:2]1[CH:6]2[CH2:7][N:8](C(OC(C)(C)C)=O)[CH2:9][CH2:10][N:5]2[C:4](=[O:18])[N:3]1[C@@H:19]1[CH2:21][C@H:20]1[C:22]1[CH:27]=[CH:26][CH:25]=[CH:24][CH:23]=1.C(O)(C(F)(F)F)=O. Product: [C:22]1([C@@H:20]2[CH2:21][C@H:19]2[N:3]2[C:2](=[O:1])[CH:6]3[CH2:7][NH:8][CH2:9][CH2:10][N:5]3[C:4]2=[O:18])[CH:27]=[CH:26][CH:25]=[CH:24][CH:23]=1. The catalyst class is: 2.